This data is from Catalyst prediction with 721,799 reactions and 888 catalyst types from USPTO. The task is: Predict which catalyst facilitates the given reaction. (1) Reactant: [CH:1]1([N:6]2[C:10]3[N:11]=[C:12]([NH:15][C:16]4[N:21]=[CH:20][C:19]([N:22]5[CH2:27][CH2:26][N:25](C(OC(C)(C)C)=O)[CH2:24][CH2:23]5)=[CH:18][CH:17]=4)[N:13]=[CH:14][C:9]=3[C:8]3[CH:35]=[CH:36][N:37]=[CH:38][C:7]2=3)[CH2:5][CH2:4][CH2:3][CH2:2]1. Product: [CH:1]1([N:6]2[C:10]3[N:11]=[C:12]([NH:15][C:16]4[CH:17]=[CH:18][C:19]([N:22]5[CH2:27][CH2:26][NH:25][CH2:24][CH2:23]5)=[CH:20][N:21]=4)[N:13]=[CH:14][C:9]=3[C:8]3[CH:35]=[CH:36][N:37]=[CH:38][C:7]2=3)[CH2:2][CH2:3][CH2:4][CH2:5]1. The catalyst class is: 137. (2) Reactant: ClCC1NC2C(F)=CC=CC=2N=1.C(OC(N(CC1C=CC=CN=1)CC1C=CC(CNC2C3N=CC=CC=3CCC2)=CC=1)=O)(C)(C)C.C(N(C(C)C)CC)(C)C.C(OC([N:63]([CH2:94][C:95]1[CH:100]=[CH:99][CH:98]=[CH:97][N:96]=1)[CH2:64][C:65]1[CH:70]=[CH:69][C:68]([CH2:71][N:72]([CH2:83][C:84]2[NH:85][C:86]3[C:92]([F:93])=[CH:91][CH:90]=[CH:89][C:87]=3[N:88]=2)[CH:73]2[C:82]3[N:81]=[CH:80][CH:79]=[CH:78][C:77]=3[CH2:76][CH2:75][CH2:74]2)=[CH:67][CH:66]=1)=O)(C)(C)C. Product: [N:96]1[CH:97]=[CH:98][CH:99]=[CH:100][C:95]=1[CH2:94][NH:63][CH2:64][C:65]1[CH:70]=[CH:69][C:68]([CH2:71][N:72]([CH2:83][C:84]2[NH:85][C:86]3[C:92]([F:93])=[CH:91][CH:90]=[CH:89][C:87]=3[N:88]=2)[CH:73]2[C:82]3[N:81]=[CH:80][CH:79]=[CH:78][C:77]=3[CH2:76][CH2:75][CH2:74]2)=[CH:67][CH:66]=1. The catalyst class is: 3. (3) Reactant: [Cu](C#N)C#N.[C:6]([Mg]Cl)([CH3:9])([CH3:8])[CH3:7].[Br:12][C:13]1[CH:14]=[CH:15][C:16](I)=[N:17][CH:18]=1. Product: [Br:12][C:13]1[CH:14]=[CH:15][C:16]([C:6]([CH3:9])([CH3:8])[CH3:7])=[N:17][CH:18]=1. The catalyst class is: 1. (4) Product: [Cl:1][C:2]1[N:7]=[C:6]([O:24][CH3:23])[C:5]([CH2:9][N:10]([CH3:21])[C@@H:11]2[C:20]3[C:15](=[CH:16][CH:17]=[CH:18][CH:19]=3)[CH2:14][CH2:13][CH2:12]2)=[C:4]([CH3:22])[N:3]=1. The catalyst class is: 5. Reactant: [Cl:1][C:2]1[N:7]=[C:6](Cl)[C:5]([CH2:9][N:10]([CH3:21])[C@@H:11]2[C:20]3[C:15](=[CH:16][CH:17]=[CH:18][CH:19]=3)[CH2:14][CH2:13][CH2:12]2)=[C:4]([CH3:22])[N:3]=1.[CH3:23][O-:24].[Na+].